This data is from Forward reaction prediction with 1.9M reactions from USPTO patents (1976-2016). The task is: Predict the product of the given reaction. Given the reactants Cl.[NH:2]([C:4]1[C:5](=[O:10])[NH:6][CH:7]=[CH:8][N:9]=1)[NH2:3].C(N(CC)CC)C.C[O:19][C:20](=O)[N:21]=[C:22](SC)[C:23]([C:37]1[CH:42]=[C:41]([O:43][CH3:44])[CH:40]=[C:39]([O:45][CH2:46][CH2:47][O:48][Si:49]([C:52]([CH3:55])([CH3:54])[CH3:53])([CH3:51])[CH3:50])[C:38]=1[F:56])=[N:24][C:25]1[CH:30]=[CH:29][C:28]([C:31]2[N:35]=[C:34]([CH3:36])[O:33][N:32]=2)=[CH:27][CH:26]=1, predict the reaction product. The product is: [Si:49]([O:48][CH2:47][CH2:46][O:45][C:39]1[C:38]([F:56])=[C:37]([CH:23]([NH:24][C:25]2[CH:26]=[CH:27][C:28]([C:31]3[N:35]=[C:34]([CH3:36])[O:33][N:32]=3)=[CH:29][CH:30]=2)[C:22]2[NH:21][C:20](=[O:19])[N:2]([C:4]3[C:5](=[O:10])[NH:6][CH:7]=[CH:8][N:9]=3)[N:3]=2)[CH:42]=[C:41]([O:43][CH3:44])[CH:40]=1)([C:52]([CH3:55])([CH3:54])[CH3:53])([CH3:51])[CH3:50].